This data is from Reaction yield outcomes from USPTO patents with 853,638 reactions. The task is: Predict the reaction yield, written as a fraction of the theoretical maximum amount of product (1.0 means a 100% yield; for example, 0.34 means a 34% yield). (1) The reactants are [CH3:1][C:2]1[C:6]([CH2:7][O:8][C:9]2[CH:14]=[CH:13][C:12]([CH2:15][C:16]([O:18]C)=[O:17])=[CH:11][CH:10]=2)=[C:5]([CH3:20])[O:4][N:3]=1.[OH-].[Na+]. The catalyst is CO.O. The product is [CH3:1][C:2]1[C:6]([CH2:7][O:8][C:9]2[CH:14]=[CH:13][C:12]([CH2:15][C:16]([OH:18])=[O:17])=[CH:11][CH:10]=2)=[C:5]([CH3:20])[O:4][N:3]=1. The yield is 0.957. (2) The reactants are [O:1]=[C:2]([CH2:10][CH2:11][CH2:12][CH2:13][CH3:14])[CH2:3]P(=O)(OC)OC.O.[OH-].[Li+].[C:18]([O:21][C@@H:22]1[C@H:26]([CH2:27][CH2:28][CH2:29][CH2:30][CH2:31][CH2:32][C:33]([O:35][CH3:36])=[O:34])[C@@H:25]([CH:37]=O)[C@H:24]([O:39][CH:40]2[CH2:45][CH2:44][CH2:43][CH2:42][O:41]2)[CH2:23]1)(=[O:20])[CH3:19]. The catalyst is COC(C)(C)C.O. The product is [C:18]([O:21][C@@H:22]1[C@H:26]([CH2:27][CH2:28][CH2:29][CH2:30][CH2:31][CH2:32][C:33]([O:35][CH3:36])=[O:34])[C@@H:25](/[CH:37]=[CH:3]/[C:2](=[O:1])[CH2:10][CH2:11][CH2:12][CH2:13][CH3:14])[C@H:24]([O:39][CH:40]2[CH2:45][CH2:44][CH2:43][CH2:42][O:41]2)[CH2:23]1)(=[O:20])[CH3:19]. The yield is 0.964. (3) The reactants are [Cl:1][C:2]1[N:7]=[C:6]([NH:8][CH3:9])[C:5]([N+:10]([O-])=O)=[CH:4][CH:3]=1.[NH4+].[Cl-].CC(=O)OCC. The catalyst is CO.O.[Fe]. The product is [Cl:1][C:2]1[N:7]=[C:6]([NH:8][CH3:9])[C:5]([NH2:10])=[CH:4][CH:3]=1. The yield is 0.597.